Task: Regression. Given a peptide amino acid sequence and an MHC pseudo amino acid sequence, predict their binding affinity value. This is MHC class II binding data.. Dataset: Peptide-MHC class II binding affinity with 134,281 pairs from IEDB (1) The peptide sequence is NPYRTWHYCGSYVTK. The MHC is DRB3_0301 with pseudo-sequence DRB3_0301. The binding affinity (normalized) is 0. (2) The peptide sequence is VQTAVDFGNSYIAEM. The MHC is DRB1_0701 with pseudo-sequence DRB1_0701. The binding affinity (normalized) is 0.369. (3) The peptide sequence is TRSAYERMCNILKGK. The MHC is DRB1_1501 with pseudo-sequence DRB1_1501. The binding affinity (normalized) is 0.236. (4) The peptide sequence is KLVLDIKYTRPGDSL. The MHC is HLA-DQA10101-DQB10501 with pseudo-sequence HLA-DQA10101-DQB10501. The binding affinity (normalized) is 0.